Dataset: Forward reaction prediction with 1.9M reactions from USPTO patents (1976-2016). Task: Predict the product of the given reaction. (1) Given the reactants C(O[C:6]([NH:8][C@H:9]([C:14]([OH:16])=O)[CH2:10][CH:11]([CH3:13])C)=O)(C)(C)C.[F:17][C:18]([F:38])([F:37])[C:19]1[CH:24]=[CH:23][C:22]([S:25]([N:28]2[CH2:32][C@H:31]3[C@H:33]([NH2:36])[CH2:34][CH2:35][C@H:30]3[CH2:29]2)(=[O:27])=[O:26])=[CH:21][CH:20]=1.[CH2:39](N1C[C@@H]2[C@@H](N)CC[C@@H]2C1)[C:40]1[CH:45]=CC=C[CH:41]=1, predict the reaction product. The product is: [CH2:6]([NH:8][C@H:9]([C:14]([NH:36][C@H:33]1[C@H:31]2[C@H:30]([CH2:29][N:28]([S:25]([C:22]3[CH:21]=[CH:20][C:19]([C:18]([F:17])([F:37])[F:38])=[CH:24][CH:23]=3)(=[O:26])=[O:27])[CH2:32]2)[CH2:35][CH2:34]1)=[O:16])[CH2:10][CH2:11][CH3:13])[C:40]([CH3:45])([CH3:41])[CH3:39]. (2) Given the reactants [Cl:1][C:2]1[C:7]([CH:8]([CH3:10])[CH3:9])=[CH:6][C:5]([OH:11])=[C:4]([CH3:12])[CH:3]=1.Br[C:14]1[S:15][CH:16]=[C:17]([C:19]([NH:21][C:22]2[C:23]([O:44][CH3:45])=[N:24][C:25]([NH:30][CH2:31][CH2:32][N:33]([CH:41]([CH3:43])[CH3:42])[C:34](=[O:40])[O:35][C:36]([CH3:39])([CH3:38])[CH3:37])=[N:26][C:27]=2[O:28][CH3:29])=[O:20])[N:18]=1.C(C1C=C(C=CC=1)OC1OC=C(C(OCC)=O)N=1)(C)(C)C, predict the reaction product. The product is: [Cl:1][C:2]1[C:7]([CH:8]([CH3:9])[CH3:10])=[CH:6][C:5]([O:11][C:14]2[S:15][CH:16]=[C:17]([C:19]([NH:21][C:22]3[C:23]([O:44][CH3:45])=[N:24][C:25]([NH:30][CH2:31][CH2:32][N:33]([CH:41]([CH3:42])[CH3:43])[C:34](=[O:40])[O:35][C:36]([CH3:38])([CH3:39])[CH3:37])=[N:26][C:27]=3[O:28][CH3:29])=[O:20])[N:18]=2)=[C:4]([CH3:12])[CH:3]=1. (3) Given the reactants [Br:1][C:2]1[CH:7]=[CH:6][C:5]([C:8]([NH:10][NH2:11])=[O:9])=[CH:4][C:3]=1[Cl:12].[N-:13]=[C:14]=[S:15].[N:16]1([S:22]([C:25]2[CH:30]=[CH:29][CH:28]=[CH:27][CH:26]=2)(=[O:24])=[O:23])[CH2:21][CH2:20][CH2:19][CH2:18][CH2:17]1, predict the reaction product. The product is: [Br:1][C:2]1[CH:7]=[CH:6][C:5]([C:8]([NH:10][NH:11][C:14]([NH:13][C:28]2[CH:29]=[CH:30][C:25]([S:22]([N:16]3[CH2:17][CH2:18][CH2:19][CH2:20][CH2:21]3)(=[O:24])=[O:23])=[CH:26][CH:27]=2)=[S:15])=[O:9])=[CH:4][C:3]=1[Cl:12]. (4) Given the reactants [F:1][C:2]([F:51])([C:47]([F:50])([F:49])[F:48])[CH2:3][CH2:4][C:5]([CH:7]([CH2:13][CH2:14][CH2:15][CH2:16][CH2:17][CH2:18][CH2:19][CH2:20][CH2:21][CH:22]1[C:31]2[C:26](=[CH:27][C:28]([O:32]COC)=[CH:29][CH:30]=2)[O:25][CH2:24][C:23]1([C:37]1[CH:42]=[CH:41][C:40]([O:43]COC)=[CH:39][CH:38]=1)[CH3:36])[C:8]([O:10][CH2:11][CH3:12])=[O:9])=[O:6], predict the reaction product. The product is: [F:51][C:2]([F:1])([C:47]([F:48])([F:49])[F:50])[CH2:3][CH2:4][C:5]([CH:7]([CH2:13][CH2:14][CH2:15][CH2:16][CH2:17][CH2:18][CH2:19][CH2:20][CH2:21][CH:22]1[C:31]2[C:26](=[CH:27][C:28]([OH:32])=[CH:29][CH:30]=2)[O:25][CH2:24][C:23]1([C:37]1[CH:38]=[CH:39][C:40]([OH:43])=[CH:41][CH:42]=1)[CH3:36])[C:8]([O:10][CH2:11][CH3:12])=[O:9])=[O:6]. (5) Given the reactants [CH3:1][N:2]1[CH:6]=[C:5](B2OC(C)(C)C(C)(C)O2)[CH:4]=[N:3]1.N1C2C(=CC=CC=2)C=C(B(O)O)C=1.BrC1C=CC=C2C=1C1(C3=CC4OCOC=4C=C3OC1)C(=O)N2C.Br[C:53]1[CH:61]=[CH:60][CH:59]=[C:58]2[C:54]=1[C:55]1([C:87]3[C:78](=[CH:79][C:80]4[O:85][CH2:84][CH2:83][O:82][C:81]=4[CH:86]=3)[O:77][CH2:76]1)[C:56](=[O:75])[N:57]2[CH:62](C1C=CC=CC=1)C1C=CC=CC=1, predict the reaction product. The product is: [CH3:62][N:57]1[C:58]2[C:54](=[C:53]([C:5]3[CH:4]=[N:3][N:2]([CH3:1])[CH:6]=3)[CH:61]=[CH:60][CH:59]=2)[C:55]2([C:87]3[C:78](=[CH:79][C:80]4[O:85][CH2:84][CH2:83][O:82][C:81]=4[CH:86]=3)[O:77][CH2:76]2)[C:56]1=[O:75]. (6) Given the reactants [C:1]([O:5][C:6]([NH:8][CH:9]1[CH2:15][N:14](C(OCC2C=CC=CC=2)=O)[CH2:13][CH2:12][N:11]([CH2:26][C:27]([F:30])([F:29])[F:28])[C:10]1=[O:31])=[O:7])([CH3:4])([CH3:3])[CH3:2], predict the reaction product. The product is: [O:31]=[C:10]1[N:11]([CH2:26][C:27]([F:28])([F:29])[F:30])[CH2:12][CH2:13][NH:14][CH2:15][CH:9]1[NH:8][C:6](=[O:7])[O:5][C:1]([CH3:3])([CH3:2])[CH3:4]. (7) Given the reactants [CH3:1][O:2][C:3]1[C:11]([O:12][CH3:13])=[CH:10][CH:9]=[C:8]2[C:4]=1[CH:5]=[C:6]([CH2:14]O)[NH:7]2.C([SiH](CC)CC)C.FC(F)(F)C(O)=O, predict the reaction product. The product is: [CH3:1][O:2][C:3]1[C:11]([O:12][CH3:13])=[CH:10][CH:9]=[C:8]2[C:4]=1[CH:5]=[C:6]([CH3:14])[NH:7]2. (8) Given the reactants [CH2:1]([NH2:13])[CH2:2][CH2:3][CH2:4][CH2:5][CH2:6][CH2:7][CH2:8][CH2:9][CH2:10][CH2:11][CH3:12].C(O[BH-](OC(=O)C)OC(=O)C)(=O)C.[Na+].C(Cl)Cl.[CH3:31][CH:32]([CH3:37])[CH2:33][C:34](=O)[CH3:35], predict the reaction product. The product is: [CH3:31][CH:32]([CH3:37])[CH2:33][CH:34]([NH:13][CH2:1][CH2:2][CH2:3][CH2:4][CH2:5][CH2:6][CH2:7][CH2:8][CH2:9][CH2:10][CH2:11][CH3:12])[CH3:35].